From a dataset of Full USPTO retrosynthesis dataset with 1.9M reactions from patents (1976-2016). Predict the reactants needed to synthesize the given product. (1) Given the product [Cl:33][C:29]1[CH:30]=[C:31]2[C:26]([CH:25]=[CH:24][C:23](/[CH:22]=[CH:21]/[C:19]3[CH:20]=[C:15]([C@H:14]([S:34][CH2:35][C:36]4([CH2:39][C:40]([O-:42])=[O:41])[CH2:37][CH2:38]4)[CH2:13][CH2:12][C:11]4[CH:10]=[CH:9][CH:8]=[CH:7][C:6]=4[C:4]([OH:43])([CH3:5])[CH3:3])[CH:16]=[CH:17][CH:18]=3)=[N:32]2)=[CH:27][CH:28]=1.[Na+:2], predict the reactants needed to synthesize it. The reactants are: [OH-].[Na+:2].[CH3:3][C:4]([OH:43])([C:6]1[CH:7]=[CH:8][CH:9]=[CH:10][C:11]=1[CH2:12][CH2:13][C@@H:14]([S:34][CH2:35][C:36]1([CH2:39][C:40]([OH:42])=[O:41])[CH2:38][CH2:37]1)[C:15]1[CH:16]=[CH:17][CH:18]=[C:19](/[CH:21]=[CH:22]/[C:23]2[CH:24]=[CH:25][C:26]3[CH:27]=[CH:28][C:29]([Cl:33])=[CH:30][C:31]=3[N:32]=2)[CH:20]=1)[CH3:5]. (2) Given the product [C:1]([O:5][C@@H:6]([C:12]1[C:21]([CH3:22])=[CH:20][C:19]2[C:14](=[CH:15][CH:16]=[CH:17][C:18]=2[CH3:23])[C:13]=1[O:24][S:36]([C:35]([F:48])([F:47])[F:34])(=[O:38])=[O:37])[C:7]([O:9][CH2:10][CH3:11])=[O:8])([CH3:4])([CH3:3])[CH3:2], predict the reactants needed to synthesize it. The reactants are: [C:1]([O:5][C@@H:6]([C:12]1[C:21]([CH3:22])=[CH:20][C:19]2[C:14](=[CH:15][CH:16]=[CH:17][C:18]=2[CH3:23])[C:13]=1[OH:24])[C:7]([O:9][CH2:10][CH3:11])=[O:8])([CH3:4])([CH3:3])[CH3:2].C(N(C(C)C)CC)(C)C.[F:34][C:35]([F:48])([F:47])[S:36](O[S:36]([C:35]([F:48])([F:47])[F:34])(=[O:38])=[O:37])(=[O:38])=[O:37]. (3) Given the product [C:10]1([CH2:20][O:21][CH2:22][C:23]2[O:3][N:1]=[C:4]([C:5]([O:7][CH2:8][CH3:9])=[O:6])[CH:24]=2)[C:19]2[C:14](=[CH:15][CH:16]=[CH:17][CH:18]=2)[CH:13]=[CH:12][CH:11]=1, predict the reactants needed to synthesize it. The reactants are: [N+:1]([CH2:4][C:5]([O:7][CH2:8][CH3:9])=[O:6])([O-:3])=O.[C:10]1([CH2:20][O:21][CH2:22][C:23]#[CH:24])[C:19]2[C:14](=[CH:15][CH:16]=[CH:17][CH:18]=2)[CH:13]=[CH:12][CH:11]=1.N12CCN(CC1)CC2. (4) Given the product [CH:11]([O:10][C:2]1[N:7]=[C:6]([C:8]2[C:9](=[O:31])[O:10][C:11]3[C:16]([CH:17]=2)=[CH:15][CH:14]=[C:13]([N:18]2[CH2:23][CH2:22][N:21]([C:24]([O:26][C:27]([CH3:30])([CH3:29])[CH3:28])=[O:25])[CH2:20][CH2:19]2)[CH:12]=3)[CH:5]=[CH:4][CH:3]=1)([CH3:16])[CH3:12], predict the reactants needed to synthesize it. The reactants are: F[C:2]1[N:7]=[C:6]([C:8]2[C:9](=[O:31])[O:10][C:11]3[C:16]([CH:17]=2)=[CH:15][CH:14]=[C:13]([N:18]2[CH2:23][CH2:22][N:21]([C:24]([O:26][C:27]([CH3:30])([CH3:29])[CH3:28])=[O:25])[CH2:20][CH2:19]2)[CH:12]=3)[CH:5]=[CH:4][CH:3]=1.[H-].[Na+]. (5) Given the product [C:1]([O:5][C:6]([N:8]1[CH2:13][CH2:12][N:11]([CH2:15][CH2:16][CH2:17][OH:18])[CH2:10][CH2:9]1)=[O:7])([CH3:4])([CH3:2])[CH3:3], predict the reactants needed to synthesize it. The reactants are: [C:1]([O:5][C:6]([N:8]1[CH2:13][CH2:12][NH:11][CH2:10][CH2:9]1)=[O:7])([CH3:4])([CH3:3])[CH3:2].Br[CH2:15][CH2:16][CH2:17][OH:18].C(=O)([O-])[O-].[K+].[K+].[I-].[K+]. (6) Given the product [CH:28]1([NH:34][C:2]2[CH:7]=[CH:6][C:5]([C@@H:8]3[O:13][CH2:12][CH2:11][N:10]([C@@H:14]([C:16]4[CH:21]=[CH:20][CH:19]=[CH:18][CH:17]=4)[CH3:15])[CH2:9]3)=[CH:4][CH:3]=2)[CH2:33][CH2:32][CH2:31][CH2:30][CH2:29]1, predict the reactants needed to synthesize it. The reactants are: Br[C:2]1[CH:7]=[CH:6][C:5]([C@@H:8]2[O:13][CH2:12][CH2:11][N:10]([C@@H:14]([C:16]3[CH:21]=[CH:20][CH:19]=[CH:18][CH:17]=3)[CH3:15])[CH2:9]2)=[CH:4][CH:3]=1.CC(C)([O-])C.[Na+].[CH:28]1([NH2:34])[CH2:33][CH2:32][CH2:31][CH2:30][CH2:29]1. (7) Given the product [Cl:26][C:25]1[S:24][C:23]([C:27]([N:29]([CH2:31][CH:32]([CH3:34])[CH3:33])[CH3:30])=[O:28])=[CH:22][C:21]=1[N:13]1[C:12](=[O:35])[C:11]2[C:16](=[CH:17][CH:18]=[CH:19][C:10]=2[CH2:9][OH:8])[NH:15][C:14]1=[O:20], predict the reactants needed to synthesize it. The reactants are: [Si]([O:8][CH2:9][C:10]1[CH:19]=[CH:18][CH:17]=[C:16]2[C:11]=1[C:12](=[O:35])[N:13]([C:21]1[CH:22]=[C:23]([C:27]([N:29]([CH2:31][CH:32]([CH3:34])[CH3:33])[CH3:30])=[O:28])[S:24][C:25]=1[Cl:26])[C:14](=[O:20])[NH:15]2)(C(C)(C)C)(C)C.[F-].C([N+](CCCC)(CCCC)CCCC)CCC.